From a dataset of Forward reaction prediction with 1.9M reactions from USPTO patents (1976-2016). Predict the product of the given reaction. Given the reactants Cl[C:2](Cl)(Cl)[C:3]1[NH:7][C:6]2[CH:8]=[CH:9][CH:10]=[CH:11][C:5]=2[N:4]=1.[NH2:14][C:15]1[CH:20]=[CH:19][C:18]([Br:21])=[CH:17][C:16]=1[OH:22].C(N(CC)CC)C, predict the reaction product. The product is: [NH:4]1[C:5]2[CH:11]=[CH:10][CH:9]=[CH:8][C:6]=2[N:7]=[C:3]1[C:2]1[O:22][C:16]2[CH:17]=[C:18]([Br:21])[CH:19]=[CH:20][C:15]=2[N:14]=1.